From a dataset of NCI-60 drug combinations with 297,098 pairs across 59 cell lines. Regression. Given two drug SMILES strings and cell line genomic features, predict the synergy score measuring deviation from expected non-interaction effect. (1) Drug 1: CC12CCC(CC1=CCC3C2CCC4(C3CC=C4C5=CN=CC=C5)C)O. Drug 2: C(CCl)NC(=O)N(CCCl)N=O. Cell line: SF-539. Synergy scores: CSS=2.67, Synergy_ZIP=-3.46, Synergy_Bliss=-3.67, Synergy_Loewe=-5.09, Synergy_HSA=-3.58. (2) Drug 1: C1=CC(=CC=C1CC(C(=O)O)N)N(CCCl)CCCl.Cl. Drug 2: C1CNP(=O)(OC1)N(CCCl)CCCl. Cell line: SF-539. Synergy scores: CSS=19.1, Synergy_ZIP=-3.03, Synergy_Bliss=3.47, Synergy_Loewe=-15.4, Synergy_HSA=-2.88. (3) Drug 1: C1=CC(=CC=C1CCC2=CNC3=C2C(=O)NC(=N3)N)C(=O)NC(CCC(=O)O)C(=O)O. Drug 2: C1CN(P(=O)(OC1)NCCCl)CCCl. Cell line: OVCAR-8. Synergy scores: CSS=14.9, Synergy_ZIP=-5.49, Synergy_Bliss=-11.8, Synergy_Loewe=-32.1, Synergy_HSA=-11.7. (4) Drug 1: C1=NC2=C(N=C(N=C2N1C3C(C(C(O3)CO)O)O)F)N. Drug 2: CC1=C(C(CCC1)(C)C)C=CC(=CC=CC(=CC(=O)O)C)C. Cell line: T-47D. Synergy scores: CSS=11.9, Synergy_ZIP=-0.826, Synergy_Bliss=-0.256, Synergy_Loewe=-0.911, Synergy_HSA=0.0890. (5) Drug 1: CC1=C(C=C(C=C1)NC(=O)C2=CC=C(C=C2)CN3CCN(CC3)C)NC4=NC=CC(=N4)C5=CN=CC=C5. Drug 2: C1CNP(=O)(OC1)N(CCCl)CCCl. Cell line: MOLT-4. Synergy scores: CSS=2.17, Synergy_ZIP=1.93, Synergy_Bliss=4.45, Synergy_Loewe=2.07, Synergy_HSA=1.88. (6) Drug 1: CS(=O)(=O)CCNCC1=CC=C(O1)C2=CC3=C(C=C2)N=CN=C3NC4=CC(=C(C=C4)OCC5=CC(=CC=C5)F)Cl. Drug 2: CC12CCC3C(C1CCC2O)C(CC4=C3C=CC(=C4)O)CCCCCCCCCS(=O)CCCC(C(F)(F)F)(F)F. Cell line: HS 578T. Synergy scores: CSS=0.486, Synergy_ZIP=0.935, Synergy_Bliss=4.14, Synergy_Loewe=0.0588, Synergy_HSA=1.09. (7) Drug 1: CC12CCC(CC1=CCC3C2CCC4(C3CC=C4C5=CN=CC=C5)C)O. Drug 2: C(CN)CNCCSP(=O)(O)O. Cell line: OVCAR3. Synergy scores: CSS=16.8, Synergy_ZIP=9.27, Synergy_Bliss=12.1, Synergy_Loewe=-2.88, Synergy_HSA=7.02. (8) Drug 1: CS(=O)(=O)OCCCCOS(=O)(=O)C. Drug 2: CCN(CC)CCCC(C)NC1=C2C=C(C=CC2=NC3=C1C=CC(=C3)Cl)OC. Cell line: HOP-62. Synergy scores: CSS=19.6, Synergy_ZIP=-2.37, Synergy_Bliss=6.33, Synergy_Loewe=-2.41, Synergy_HSA=5.52. (9) Drug 1: C1CCC(CC1)NC(=O)N(CCCl)N=O. Drug 2: C1C(C(OC1N2C=NC(=NC2=O)N)CO)O. Cell line: HCT-15. Synergy scores: CSS=39.8, Synergy_ZIP=-9.89, Synergy_Bliss=0.532, Synergy_Loewe=0.972, Synergy_HSA=1.20.